Dataset: Forward reaction prediction with 1.9M reactions from USPTO patents (1976-2016). Task: Predict the product of the given reaction. (1) The product is: [CH2:21]([O:23][C:24](=[O:28])[CH:25]([N:12]1[CH:13]=[C:9]([B:4]2[O:5][C:6]([CH3:7])([CH3:8])[C:2]([CH3:14])([CH3:1])[O:3]2)[CH:10]=[N:11]1)[CH3:26])[CH3:22]. Given the reactants [CH3:1][C:2]1([CH3:14])[C:6]([CH3:8])([CH3:7])[O:5][B:4]([C:9]2[CH:10]=[N:11][NH:12][CH:13]=2)[O:3]1.C(=O)([O-])[O-].[K+].[K+].[CH2:21]([O:23][C:24](=[O:28])[CH:25](Br)[CH3:26])[CH3:22].C1(C)C=CC=CC=1, predict the reaction product. (2) Given the reactants [C:1]([C:3]1[CH:27]=[CH:26][C:6]([O:7][C:8]2[N:16]=[C:15]([O:17][C:18]3[CH:23]=[CH:22][C:21]([C:24]#[N:25])=[CH:20][CH:19]=3)[CH:14]=[CH:13][C:9]=2[C:10](O)=[O:11])=[CH:5][CH:4]=1)#[N:2].[C:28]([O:32][C:33](=[O:42])[NH:34][CH:35]1[CH2:40][CH2:39][CH:38]([NH2:41])[CH2:37][CH2:36]1)([CH3:31])([CH3:30])[CH3:29], predict the reaction product. The product is: [C:28]([O:32][C:33](=[O:42])[NH:34][CH:35]1[CH2:36][CH2:37][CH:38]([NH:41][C:10]([C:9]2[C:8]([O:7][C:6]3[CH:5]=[CH:4][C:3]([C:1]#[N:2])=[CH:27][CH:26]=3)=[N:16][C:15]([O:17][C:18]3[CH:19]=[CH:20][C:21]([C:24]#[N:25])=[CH:22][CH:23]=3)=[CH:14][CH:13]=2)=[O:11])[CH2:39][CH2:40]1)([CH3:31])([CH3:29])[CH3:30]. (3) Given the reactants I[C:2]1[CH:3]=[C:4]([CH:6]=[CH:7][CH:8]=1)[NH2:5].[CH3:9][C:10]([CH3:14])([CH3:13])[C:11]#[CH:12].O, predict the reaction product. The product is: [CH3:9][C:10]([CH3:14])([CH3:13])[C:11]#[C:12][C:2]1[CH:3]=[C:4]([CH:6]=[CH:7][CH:8]=1)[NH2:5]. (4) Given the reactants [CH2:1]([N:8]1[C:16]2[C:11](=[CH:12][CH:13]=[CH:14][CH:15]=2)[C:10]([C:17]([O:19]C)=[O:18])=[C:9]1[CH3:21])[C:2]1[CH:7]=[CH:6][CH:5]=[CH:4][CH:3]=1.[OH-].[Na+], predict the reaction product. The product is: [CH2:1]([N:8]1[C:16]2[C:11](=[CH:12][CH:13]=[CH:14][CH:15]=2)[C:10]([C:17]([OH:19])=[O:18])=[C:9]1[CH3:21])[C:2]1[CH:3]=[CH:4][CH:5]=[CH:6][CH:7]=1.